From a dataset of Reaction yield outcomes from USPTO patents with 853,638 reactions. Predict the reaction yield, written as a fraction of the theoretical maximum amount of product (1.0 means a 100% yield; for example, 0.34 means a 34% yield). (1) The reactants are [CH3:1][C:2]1([CH3:23])[C:6]([CH3:8])([CH3:7])[O:5][B:4]([C:9]2[CH:10]=[C:11]3[C:16](=[CH:17][CH:18]=2)[C:15]([C:19]([O:21]C)=[O:20])=[CH:14][CH:13]=[CH:12]3)[O:3]1.C1COCC1.[OH-].[Li+]. The catalyst is CCCCCC.C(OCC)(=O)C.O. The product is [CH3:7][C:6]1([CH3:8])[C:2]([CH3:1])([CH3:23])[O:3][B:4]([C:9]2[CH:10]=[C:11]3[C:16](=[CH:17][CH:18]=2)[C:15]([C:19]([OH:21])=[O:20])=[CH:14][CH:13]=[CH:12]3)[O:5]1. The yield is 0.524. (2) The reactants are Cl[C:2]1[N:3]([CH2:10][CH2:11][C:12]([CH3:23])([OH:22])[CH2:13][O:14][C:15]2[CH:20]=[CH:19][C:18]([I:21])=[CH:17][CH:16]=2)[CH:4]=[C:5]([N+:7]([O-:9])=[O:8])[N:6]=1.[H-].[Na+]. No catalyst specified. The product is [I:21][C:18]1[CH:19]=[CH:20][C:15]([O:14][CH2:13][C:12]2([CH3:23])[O:22][C:2]3=[N:6][C:5]([N+:7]([O-:9])=[O:8])=[CH:4][N:3]3[CH2:10][CH2:11]2)=[CH:16][CH:17]=1. The yield is 0.740. (3) The reactants are Cl.[CH3:2][O:3][C:4](=[O:29])[CH:5]([CH2:22][CH:23]1[CH2:28][CH2:27][NH:26][CH2:25][CH2:24]1)[NH:6][C:7](=[O:21])[CH2:8][N:9]([S:11]([C:14]1[CH:19]=[CH:18][C:17]([CH3:20])=[CH:16][CH:15]=1)(=[O:13])=[O:12])[CH3:10].C(N(CC)CC)C.[C:37](O[C:37]([O:39][C:40]([CH3:43])([CH3:42])[CH3:41])=[O:38])([O:39][C:40]([CH3:43])([CH3:42])[CH3:41])=[O:38]. The catalyst is C(Cl)(Cl)Cl.C([O-])(O)=O.[Na+]. The product is [CH3:2][O:3][C:4](=[O:29])[CH:5]([CH2:22][CH:23]1[CH2:28][CH2:27][N:26]([C:37]([O:39][C:40]([CH3:43])([CH3:42])[CH3:41])=[O:38])[CH2:25][CH2:24]1)[NH:6][C:7](=[O:21])[CH2:8][N:9]([S:11]([C:14]1[CH:19]=[CH:18][C:17]([CH3:20])=[CH:16][CH:15]=1)(=[O:13])=[O:12])[CH3:10]. The yield is 0.920. (4) The reactants are [CH3:1][O:2][C:3]1[CH:11]=[C:10]2[C:6]([C:7]([C@H:12]([CH2:16][CH3:17])[C:13]([OH:15])=[O:14])=[CH:8][CH2:9]2)=[CH:5][CH:4]=1.CCN(CC)CC. The catalyst is CCO.C1COCC1. The product is [CH3:1][O:2][C:3]1[CH:11]=[C:10]2[C:6](=[CH:5][CH:4]=1)[C@H:7]([C@H:12]([CH2:16][CH3:17])[C:13]([OH:15])=[O:14])[CH2:8][CH2:9]2. The yield is 0.950. (5) The reactants are [Br:1][C:2]1[C:12]([Cl:13])=[C:11]([CH2:14][C:15]2[CH:20]=[CH:19][C:18]([O:21][CH2:22][CH3:23])=[CH:17][CH:16]=2)[CH:10]=[C:9]([C@H:24]2[C@H:29]([O:30][CH2:31][C:32]3[CH:37]=[CH:36][CH:35]=[CH:34][CH:33]=3)[C@@H:28]([O:38][CH2:39][C:40]3[CH:45]=[CH:44][CH:43]=[CH:42][CH:41]=3)[C@H:27]([O:46][CH2:47][C:48]3[CH:53]=[CH:52][CH:51]=[CH:50][CH:49]=3)[C@@H:26]([CH2:54][O:55][CH2:56][C:57]3[CH:62]=[CH:61][CH:60]=[CH:59][CH:58]=3)[O:25]2)[C:3]=1[O:4][CH2:5][CH2:6]CO.C1(P(C2C=CC=CC=2)C2C=CC=CC=2)C=CC=CC=1.[C:82]([Cl:86])(Cl)(Cl)Cl. The catalyst is CC#N. The product is [CH2:47]([O:46][C@H:27]1[C@H:28]([O:38][CH2:39][C:40]2[CH:41]=[CH:42][CH:43]=[CH:44][CH:45]=2)[C@@H:29]([O:30][CH2:31][C:32]2[CH:33]=[CH:34][CH:35]=[CH:36][CH:37]=2)[C@H:24]([C:9]2[CH:10]=[C:11]([CH2:14][C:15]3[CH:16]=[CH:17][C:18]([O:21][CH2:22][CH3:23])=[CH:19][CH:20]=3)[C:12]([Cl:13])=[C:2]([Br:1])[C:3]=2[O:4][CH2:5][CH2:6][CH2:82][Cl:86])[O:25][C@@H:26]1[CH2:54][O:55][CH2:56][C:57]1[CH:58]=[CH:59][CH:60]=[CH:61][CH:62]=1)[C:48]1[CH:53]=[CH:52][CH:51]=[CH:50][CH:49]=1. The yield is 0.700. (6) The reactants are [Cl:1][C:2]1[C:11](Cl)=[N:10][C:9]2[C:4](=[CH:5][CH:6]=[C:7]([O:13][CH3:14])[CH:8]=2)[N:3]=1.[CH3:15][NH:16][CH3:17]. The catalyst is C(Cl)Cl. The product is [Cl:1][C:2]1[C:11]([N:16]([CH3:17])[CH3:15])=[N:10][C:9]2[C:4]([N:3]=1)=[CH:5][CH:6]=[C:7]([O:13][CH3:14])[CH:8]=2. The yield is 0.940. (7) The reactants are [NH2:1][C:2]1[CH:7]=[CH:6][CH:5]=[C:4]([F:8])[C:3]=1[S:9]([NH2:12])(=[O:11])=[O:10].[C:13]1([C:19]2[CH:24]=[CH:23][C:22](/[CH:25]=[CH:26]/[S:27](Cl)(=[O:29])=[O:28])=[CH:21][CH:20]=2)[CH:18]=[CH:17][CH:16]=[CH:15][CH:14]=1. The catalyst is N1C=CC=CC=1. The product is [F:8][C:4]1[CH:5]=[CH:6][CH:7]=[C:2]([NH:1][S:27](/[CH:26]=[CH:25]/[C:22]2[CH:23]=[CH:24][C:19]([C:13]3[CH:18]=[CH:17][CH:16]=[CH:15][CH:14]=3)=[CH:20][CH:21]=2)(=[O:29])=[O:28])[C:3]=1[S:9]([NH2:12])(=[O:11])=[O:10]. The yield is 0.190.